Dataset: Experimentally validated miRNA-target interactions with 360,000+ pairs, plus equal number of negative samples. Task: Binary Classification. Given a miRNA mature sequence and a target amino acid sequence, predict their likelihood of interaction. (1) The protein sequence of the target gene is MRVKDPSKDLPEKGKRNKRPLLPHDEDSSDDIAVGLTCQHVSYAVSVNHVKKAVAESLWSVCSECLKERRFCDGQPVLPADVWLCLKCGLQGCGKNSESQHSLRHFKSSGTESHCVVISLSTWVIWCYECNEKLSTHCNKKVLAQIVDFLQKHAFKTQTGAFSRIIKLCEEKREAGEIKKGKKGCTVPSVKGITNLGNTCFFNAVIQNLAQTYILFELMNEIKEDGTKFKISLSSAPQLEPLVVELSSPGPLTSALFLFLHSMKEAEKGPLSPKVLFNQLCQKAPRFKGFQQQDSQELLH.... The miRNA is hsa-miR-4789-3p with sequence CACACAUAGCAGGUGUAUAUA. Result: 0 (no interaction). (2) The miRNA is hsa-miR-31-5p with sequence AGGCAAGAUGCUGGCAUAGCU. The protein sequence of the target gene is MGKDQELLEAARTGNVALVEKLLSGRKGGILGGGSGPLPLSNLLSIWRGPNVNCTDSSGYTALHHAALNGHKDIVLKLLQYEASTNVADNKGYFPIHLAAWKGDVEIVKILIHHGPSHSRVNEQNNENETALHCAAQYGHSEVVAVLLEELTDPTIRNSKLETPLDLAALYGRLRVVKMIISAHPNLMSCNTRKHTPLHLAARNGHKAVVQVLLEAGMDVSCQTEKGSALHEAALFGKVDVVRVLLETGIDANIKDSLGRTVLDILKEHPSQKSLQIATLLQEYLEGVGRSTVLEEPVQE.... Result: 0 (no interaction).